This data is from Reaction yield outcomes from USPTO patents with 853,638 reactions. The task is: Predict the reaction yield, written as a fraction of the theoretical maximum amount of product (1.0 means a 100% yield; for example, 0.34 means a 34% yield). The reactants are [Cl:1][C:2]1[CH:10]=[CH:9][C:5]2[O:6][CH2:7][O:8][C:4]=2[C:3]=1[NH:11][C:12]1[C:20]2[C:19]3[CH2:21][NH:22][CH2:23][CH2:24][C:18]=3[NH:17][C:16]=2[N:15]=[CH:14][CH:13]=1.CCN(C(C)C)C(C)C.[CH:34]1([C:39](Cl)=[O:40])[CH2:38][CH2:37][CH2:36][CH2:35]1. The catalyst is ClCCCl. The product is [Cl:1][C:2]1[CH:10]=[CH:9][C:5]2[O:6][CH2:7][O:8][C:4]=2[C:3]=1[NH:11][C:12]1[C:20]2[C:19]3[CH2:21][N:22]([C:39]([CH:34]4[CH2:38][CH2:37][CH2:36][CH2:35]4)=[O:40])[CH2:23][CH2:24][C:18]=3[NH:17][C:16]=2[N:15]=[CH:14][CH:13]=1. The yield is 0.330.